This data is from Full USPTO retrosynthesis dataset with 1.9M reactions from patents (1976-2016). The task is: Predict the reactants needed to synthesize the given product. (1) Given the product [C:32]([C:2]1[CH:3]=[C:4]2[C:9](=[CH:10][CH:11]=1)[CH:8]([C:12]1[CH:17]=[CH:16][CH:15]=[CH:14][C:13]=1[Cl:18])[N:7]([CH2:19][C:20]([N:22]1[CH2:27][CH2:26][N:25]([CH:28]3[CH2:31][CH2:30][CH2:29]3)[CH2:24][CH2:23]1)=[O:21])[CH2:6][CH2:5]2)(=[O:36])[CH3:33], predict the reactants needed to synthesize it. The reactants are: Br[C:2]1[CH:3]=[C:4]2[C:9](=[CH:10][CH:11]=1)[CH:8]([C:12]1[CH:17]=[CH:16][CH:15]=[CH:14][C:13]=1[Cl:18])[N:7]([CH2:19][C:20]([N:22]1[CH2:27][CH2:26][N:25]([CH:28]3[CH2:31][CH2:30][CH2:29]3)[CH2:24][CH2:23]1)=[O:21])[CH2:6][CH2:5]2.[CH2:32]([O:36]C=C)[CH2:33]CC.C1(P(C2C=CC=CC=2)CCCP(C2C=CC=CC=2)C2C=CC=CC=2)C=CC=CC=1.O. (2) Given the product [Cl-:36].[O:24]1[C:28]2[CH:29]=[CH:30][CH:31]=[CH:32][C:27]=2[C:26]([NH:33][C:34]([CH2:35][N+:1]23[CH2:6][CH2:5][CH:4]([CH2:7][CH2:8]2)[C@@H:3]([O:9][C:10]([C:12]2([C:19]4[S:20][CH:21]=[CH:22][CH:23]=4)[CH2:18][CH2:17][CH2:16][CH2:15][CH2:14][CH2:13]2)=[O:11])[CH2:2]3)=[O:37])=[N:25]1, predict the reactants needed to synthesize it. The reactants are: [N:1]12[CH2:8][CH2:7][CH:4]([CH2:5][CH2:6]1)[C@@H:3]([O:9][C:10]([C:12]1([C:19]3[S:20][CH:21]=[CH:22][CH:23]=3)[CH2:18][CH2:17][CH2:16][CH2:15][CH2:14][CH2:13]1)=[O:11])[CH2:2]2.[O:24]1[C:28]2[CH:29]=[CH:30][CH:31]=[CH:32][C:27]=2[C:26]([NH:33][C:34](=[O:37])[CH2:35][Cl:36])=[N:25]1. (3) Given the product [OH:16][CH2:15][C:11]1([OH:14])[CH2:12][CH2:13][NH:8][CH2:9][CH2:10]1, predict the reactants needed to synthesize it. The reactants are: C([N:8]1[CH2:13][CH2:12][C:11]([CH2:15][OH:16])([OH:14])[CH2:10][CH2:9]1)C1C=CC=CC=1.[H][H]. (4) Given the product [NH2:31][C@H:14]([C:13](=[O:49])[NH:12][C:9]1[S:10][CH:11]=[C:7]([C:1]2[CH:6]=[CH:5][CH:4]=[CH:3][CH:2]=2)[N:8]=1)[CH2:15][CH2:16][CH2:17][CH2:18][NH:19][S:20]([NH:21][C:22](=[O:23])[O:24][C:25]([CH3:28])([CH3:27])[CH3:26])(=[O:29])=[O:30], predict the reactants needed to synthesize it. The reactants are: [C:1]1([C:7]2[N:8]=[C:9]([NH:12][C:13](=[O:49])[C@@H:14]([NH:31]C(OCC3C4C=CC=CC=4C4C3=CC=CC=4)=O)[CH2:15][CH2:16][CH2:17][CH2:18][NH:19][S:20](=[O:30])(=[O:29])[NH:21][C:22]([O:24][C:25]([CH3:28])([CH3:27])[CH3:26])=[O:23])[S:10][CH:11]=2)[CH:6]=[CH:5][CH:4]=[CH:3][CH:2]=1.N1CCCCC1. (5) Given the product [CH3:1][C:2]1([CH3:40])[CH2:10][C:9]2[N:8]([CH2:11][O:12][CH2:13][CH2:14][Si:15]([CH3:16])([CH3:17])[CH3:18])[N:7]=[C:6]([C:19]3[N:20]([CH2:32][O:33][CH2:34][CH2:35][Si:36]([CH3:37])([CH3:39])[CH3:38])[C:21]4[C:26]([CH:27]=3)=[CH:25][CH:24]=[C:23]([C:28]([OH:30])=[O:29])[CH:22]=4)[C:5]=2[CH2:4][CH2:3]1, predict the reactants needed to synthesize it. The reactants are: [CH3:1][C:2]1([CH3:40])[CH2:10][C:9]2[N:8]([CH2:11][O:12][CH2:13][CH2:14][Si:15]([CH3:18])([CH3:17])[CH3:16])[N:7]=[C:6]([C:19]3[N:20]([CH2:32][O:33][CH2:34][CH2:35][Si:36]([CH3:39])([CH3:38])[CH3:37])[C:21]4[C:26]([CH:27]=3)=[CH:25][CH:24]=[C:23]([C:28]([O:30]C)=[O:29])[CH:22]=4)[C:5]=2[CH2:4][CH2:3]1.O1CCCC1.[OH-].[Na+]. (6) The reactants are: [CH2:1]([C@@H:4]([OH:11])[C@H:5]([OH:10])[C@H:6](O)[CH2:7][OH:8])[CH:2]=[O:3].[O:12]=[CH:13][C@@H:14]([C@H]([C@@H]([C@@H](CO)O)O)O)O.[O:24]=[CH:25][C@H:26]([C@H]([C@@H]([C@@H](CO)O)O)O)O.[O:36]=[C:37]([O-])[C@@H:38]([C@H]([C@@H]([C@@H](CO)O)O)O)O.[Ca+2].O=C([O-])[C@@H]([C@H]([C@@H]([C@@H](CO)O)O)O)O.O=C[C@H]([C@@H]([C@@H](CO)O)O)O.Cl.OC1O[C@H](CO)[C@@H](O)[C@H](O)[C@H]1N.C(N[C@@H]1[C@@H](O)[C@H](O)[C@@H](CO)OC1O)(=O)C.BrBr. Given the product [C:13]([O:10][C@H:5]1[C@H:4]([O:11][C:25](=[O:24])[CH3:26])[C@@H:1]([CH2:2][O:3][C:37](=[O:36])[CH3:38])[O:8][CH:7]=[CH:6]1)(=[O:12])[CH3:14], predict the reactants needed to synthesize it. (7) Given the product [C:1]([C:5]1[N:6]=[C:7]([N:16]2[CH2:20][CH2:19][C:18]([F:21])([F:22])[CH2:17]2)[C:8]2[N:13]=[N:12][N:11]([CH2:14][C:15]3[CH:29]=[N:28][CH:27]=[CH:23][CH:24]=3)[C:9]=2[N:10]=1)([CH3:2])([CH3:3])[CH3:4], predict the reactants needed to synthesize it. The reactants are: [C:1]([C:5]1[N:6]=[C:7]([N:16]2[CH2:20][CH2:19][C:18]([F:22])([F:21])[CH2:17]2)[C:8]2[N:13]=[N:12][N:11]([CH2:14][CH3:15])[C:9]=2[N:10]=1)([CH3:4])([CH3:3])[CH3:2].[C:23]([C:27]1[N:28]=[C:29](N2CCC(F)(F)C2)C2N=NNC=2N=1)(C)(C)[CH3:24].Cl.ClCC1C=NC=CC=1.